From a dataset of Catalyst prediction with 721,799 reactions and 888 catalyst types from USPTO. Predict which catalyst facilitates the given reaction. (1) Reactant: [NH2:1][CH2:2][C:3]([NH:5][CH:6]1[CH2:11][CH2:10][C:9]([N:18]([CH3:20])[CH3:19])([C:12]2[CH:17]=[CH:16][CH:15]=[CH:14][CH:13]=2)[CH2:8][CH2:7]1)=[O:4].[Cl-].[CH3:22][O:23]C1N=C(OC)N=C([N+]2(C)CCOCC2)N=1.[NH:39]1[C:47]2[C:42](=[CH:43][CH:44]=[CH:45][CH:46]=2)[C:41]([CH:48]([CH2:52][CH2:53][CH2:54][CH3:55])C(O)=O)=[CH:40]1. Product: [CH3:19][N:18]([CH3:20])[C:9]1([C:12]2[CH:13]=[CH:14][CH:15]=[CH:16][CH:17]=2)[CH2:10][CH2:11][CH:6]([NH:5][C:3]([CH2:2][NH:1][C:22](=[O:23])[CH2:55][CH2:54][CH2:53][CH2:52][CH2:48][C:41]2[C:42]3[C:47](=[CH:46][CH:45]=[CH:44][CH:43]=3)[NH:39][CH:40]=2)=[O:4])[CH2:7][CH2:8]1. The catalyst class is: 5. (2) Product: [Br:1][C:2]1[CH:3]=[C:4]([C:8]2[N:12]([CH2:16][O:17][CH2:18][CH2:19][Si:20]([CH3:23])([CH3:22])[CH3:21])[CH:11]=[N:10][CH:9]=2)[CH:5]=[CH:6][CH:7]=1. Reactant: [Br:1][C:2]1[CH:3]=[C:4]([C:8]2[NH:12][CH:11]=[N:10][CH:9]=2)[CH:5]=[CH:6][CH:7]=1.[H-].[Na+].Cl[CH2:16][O:17][CH2:18][CH2:19][Si:20]([CH3:23])([CH3:22])[CH3:21]. The catalyst class is: 9. (3) Reactant: [C:1]([O:5][C:6]([NH:8][CH:9]([C:33]([CH3:36])([CH3:35])[CH3:34])[C:10]([N:12]1[CH:16]([C:17]([O:19]C)=[O:18])[CH2:15][CH:14]([O:21][C:22]([N:24]2[CH2:32][C:31]3[C:26](=[CH:27][CH:28]=[CH:29][CH:30]=3)[CH2:25]2)=[O:23])[CH2:13]1)=[O:11])=[O:7])([CH3:4])([CH3:3])[CH3:2].C1COCC1.O.[Li+].[OH-].Cl. Product: [C:1]([O:5][C:6]([NH:8][CH:9]([C:33]([CH3:36])([CH3:35])[CH3:34])[C:10]([N:12]1[CH:16]([C:17]([OH:19])=[O:18])[CH2:15][CH:14]([O:21][C:22]([N:24]2[CH2:25][C:26]3[C:31](=[CH:30][CH:29]=[CH:28][CH:27]=3)[CH2:32]2)=[O:23])[CH2:13]1)=[O:11])=[O:7])([CH3:4])([CH3:3])[CH3:2]. The catalyst class is: 2. (4) Reactant: [F:1][C:2]1[CH:3]=[C:4]([C:10]2[CH2:16][C@H:15]3[N:12]([C:13](=[O:20])[C@@H:14]3[C@H:17]([OH:19])[CH3:18])[C:11]=2[C:21]([O-:23])=[O:22])[CH:5]=[CH:6][C:7]=1[O:8][CH3:9].[Na+].[C:25]([O:31][CH2:32]I)(=[O:30])[C:26]([CH3:29])([CH3:28])[CH3:27].C(OCC)C. Product: [F:1][C:2]1[CH:3]=[C:4]([C:10]2[CH2:16][C@H:15]3[N:12]([C:13](=[O:20])[C@@H:14]3[C@H:17]([OH:19])[CH3:18])[C:11]=2[C:21]([O:23][CH2:32][O:31][C:25](=[O:30])[C:26]([CH3:29])([CH3:28])[CH3:27])=[O:22])[CH:5]=[CH:6][C:7]=1[O:8][CH3:9]. The catalyst class is: 3. (5) Reactant: C([O:4][C:5](=[O:23])[C:6]1[CH:11]=[CH:10][C:9]([C:12]([F:15])([F:14])[F:13])=[CH:8][C:7]=1[C:16]1[C:21]([Cl:22])=[CH:20][CH:19]=[CH:18][N:17]=1)(C)C.[Li+].[OH-]. Product: [Cl:22][C:21]1[C:16]([C:7]2[CH:8]=[C:9]([C:12]([F:14])([F:15])[F:13])[CH:10]=[CH:11][C:6]=2[C:5]([OH:23])=[O:4])=[N:17][CH:18]=[CH:19][CH:20]=1. The catalyst class is: 20. (6) Reactant: [C:1]1([S:7]([N:10]2[C:14]3[CH:15]=[N:16][C:17]([C:26]#[N:27])=[C:18]([O:19][CH:20]4[CH2:25][CH2:24][NH:23][CH2:22][CH2:21]4)[C:13]=3[C:12]3[CH:28]=[C:29]([Br:32])[CH:30]=[N:31][C:11]2=3)(=[O:9])=[O:8])[CH:6]=[CH:5][CH:4]=[CH:3][CH:2]=1.FC(F)(F)S(O[CH2:39][CH:40]([F:42])[F:41])(=O)=O.CCN(C(C)C)C(C)C. Product: [C:1]1([S:7]([N:10]2[C:14]3[CH:15]=[N:16][C:17]([C:26]#[N:27])=[C:18]([O:19][CH:20]4[CH2:25][CH2:24][N:23]([CH2:39][CH:40]([F:42])[F:41])[CH2:22][CH2:21]4)[C:13]=3[C:12]3[CH:28]=[C:29]([Br:32])[CH:30]=[N:31][C:11]2=3)(=[O:8])=[O:9])[CH:2]=[CH:3][CH:4]=[CH:5][CH:6]=1. The catalyst class is: 1.